This data is from Reaction yield outcomes from USPTO patents with 853,638 reactions. The task is: Predict the reaction yield, written as a fraction of the theoretical maximum amount of product (1.0 means a 100% yield; for example, 0.34 means a 34% yield). The reactants are [Cl:1][C:2]1[CH:3]=[CH:4][C:5]2[N:9]=[N:8][NH:7][C:6]=2[CH:10]=1.[Cl:11][CH2:12][CH2:13][CH2:14][CH2:15]Br. The catalyst is [OH-].[Na+].[Br-].C([N+](CCCC)(CCCC)CCCC)CCC. The product is [Cl:1][C:2]1[CH:3]=[CH:4][C:5]2[N:9]=[N:8][N:7]([CH2:15][CH2:14][CH2:13][CH2:12][Cl:11])[C:6]=2[CH:10]=1. The yield is 0.790.